From a dataset of Full USPTO retrosynthesis dataset with 1.9M reactions from patents (1976-2016). Predict the reactants needed to synthesize the given product. (1) Given the product [CH3:26]/[C:22](=[CH:21]\[C@@H:20]([N:19]([CH3:30])[C:17](=[O:18])[C@H:12]([C:13]([CH3:16])([CH3:15])[CH3:14])[NH:11][CH2:10][C@@H:9]([NH:8][CH3:6])[C:31]([CH3:32])([C:33]1[CH:38]=[CH:37][CH:36]=[CH:35][CH:34]=1)[CH3:39])[CH:27]([CH3:29])[CH3:28])/[C:23]([OH:25])=[O:24], predict the reactants needed to synthesize it. The reactants are: C(O[C:6]([N:8](C)[C@@H:9]([C:31]([CH3:39])([C:33]1[CH:38]=[CH:37][CH:36]=[CH:35][CH:34]=1)[CH3:32])[CH2:10][NH:11][C@H:12]([C:17]([N:19]([CH3:30])[C@@H:20]([CH:27]([CH3:29])[CH3:28])/[CH:21]=[C:22](\[CH3:26])/[C:23]([OH:25])=[O:24])=[O:18])[C:13]([CH3:16])([CH3:15])[CH3:14])=O)(C)(C)C.Cl. (2) Given the product [C:1]([NH:4][C@@H:5]([CH2:43][C:44]1[CH:45]=[CH:46][CH:47]=[CH:48][CH:49]=1)[C:6]([NH:8][C@H:9]([C:10](=[O:11])[NH:12][CH2:13][CH2:14][CH2:15][CH2:16][CH3:17])[CH2:18][C:19]1[CH:24]=[CH:23][CH:22]=[C:21]([CH2:25][N:26]2[CH2:30][C:29](=[O:31])[NH:28][S:27]2(=[O:42])=[O:41])[CH:20]=1)=[O:7])(=[O:3])[CH3:2], predict the reactants needed to synthesize it. The reactants are: [C:1]([NH:4][C@@H:5]([CH2:43][C:44]1[CH:49]=[CH:48][CH:47]=[CH:46][CH:45]=1)[C:6]([NH:8][C@@H:9]([CH2:18][C:19]1[CH:24]=[CH:23][CH:22]=[C:21]([CH2:25][N:26]2[CH2:30][C:29](=[O:31])[N:28](CC3C=CC(OC)=CC=3)[S:27]2(=[O:42])=[O:41])[CH:20]=1)[C:10]([NH:12][CH2:13][CH2:14][CH2:15][CH2:16][CH3:17])=[O:11])=[O:7])(=[O:3])[CH3:2].C([SiH](C)C)(C)(C)C. (3) Given the product [NH2:49][CH2:48][CH2:47][CH2:46][NH:45][C:44](=[NH:57])[NH:43][CH:41]([C:39]1[CH:38]=[N:37][N:36]([CH2:35][C@@H:27]2[C@H:26]([NH:25][C:23](=[O:24])/[C:22](=[N:21]\[O:20][C:17]3([C:15]([OH:16])=[O:14])[CH2:19][CH2:18]3)/[C:72]3[N:73]=[C:74]([NH2:77])[S:75][CH:76]=3)[C:29](=[O:30])[N:28]2[S:31]([OH:34])(=[O:32])=[O:33])[N:40]=1)[CH3:42], predict the reactants needed to synthesize it. The reactants are: C([O:14][C:15]([C:17]1([O:20]/[N:21]=[C:22](/[C:72]2[N:73]=[C:74]([NH:77]C(OC(C)(C)C)=O)[S:75][CH:76]=2)\[C:23]([NH:25][C@@H:26]2[C:29](=[O:30])[N:28]([S:31]([OH:34])(=[O:33])=[O:32])[C@@H:27]2[CH2:35][N:36]2[N:40]=[C:39]([CH:41]([N:43](C(OC(C)(C)C)=O)/[C:44](=[N:57]/C(OC(C)(C)C)=O)/[NH:45][CH2:46][CH2:47][CH2:48][NH:49]C(=O)OC(C)(C)C)[CH3:42])[CH:38]=[N:37]2)=[O:24])[CH2:19][CH2:18]1)=[O:16])(C1C=CC=CC=1)C1C=CC=CC=1.C(O)(C(F)(F)F)=O. (4) The reactants are: [Na].[CH3:2][C:3]1[CH:4]=[C:5]2[C:9](=[CH:10][CH:11]=1)[NH:8][C:7]1[CH2:12][CH:13]3[N:18]([CH3:19])[CH:17]([C:6]2=1)[CH2:16][CH2:15][CH2:14]3.[CH3:20][C:21]1[CH:26]=[CH:25][C:24]([CH:27]=[CH2:28])=[CH:23][N:22]=1.C1(C=CC(O)=CC=1)O. Given the product [CH3:2][C:3]1[CH:4]=[C:5]2[C:9](=[CH:10][CH:11]=1)[N:8]([CH2:28][CH2:27][C:24]1[CH:23]=[N:22][C:21]([CH3:20])=[CH:26][CH:25]=1)[C:7]1[CH2:12][CH:13]3[N:18]([CH3:19])[CH:17]([C:6]2=1)[CH2:16][CH2:15][CH2:14]3, predict the reactants needed to synthesize it. (5) Given the product [Cl:42][C:43]1[CH:50]=[CH:49][C:46]([CH2:47][N:13]2[C:6]3[C:5]([S:2]([CH3:1])(=[O:3])=[O:4])=[CH:10][N:9]=[CH:8][C:7]=3[C:11]3[CH2:16][CH2:15][CH:14]([CH2:17][C:18]([O:20][CH2:21][CH3:22])=[O:19])[C:12]2=3)=[CH:45][CH:44]=1, predict the reactants needed to synthesize it. The reactants are: [CH3:1][S:2]([C:5]1[C:6]2[NH:13][C:12]3[CH:14]([CH2:17][C:18]([O:20][CH2:21][CH3:22])=[O:19])[CH2:15][CH2:16][C:11]=3[C:7]=2[CH:8]=[N:9][CH:10]=1)(=[O:4])=[O:3].C1(P(C2C=CC=CC=2)C2C=CC=CC=2)C=CC=CC=1.[Cl:42][C:43]1[CH:50]=[CH:49][C:46]([CH2:47]O)=[CH:45][CH:44]=1.N(C(OC(C)(C)C)=O)=NC(OC(C)(C)C)=O. (6) The reactants are: C(=O)([O-])[O-].[K+].[K+].[CH:7]12[O:15][CH:11]([CH2:12][NH:13][CH2:14]1)[CH2:10][N:9]([CH2:16][CH2:17][NH:18][C:19](=[O:25])[O:20][C:21]([CH3:24])([CH3:23])[CH3:22])[CH2:8]2.Br[CH2:27][C:28]1[CH:35]=[CH:34][C:31]([C:32]#[N:33])=[CH:30][CH:29]=1.C(O)(=O)C.C(O)=O. Given the product [C:32]([C:31]1[CH:34]=[CH:35][C:28]([CH2:27][N:13]2[CH2:12][CH:11]3[O:15][CH:7]([CH2:8][N:9]([CH2:16][CH2:17][NH:18][C:19](=[O:25])[O:20][C:21]([CH3:22])([CH3:24])[CH3:23])[CH2:10]3)[CH2:14]2)=[CH:29][CH:30]=1)#[N:33], predict the reactants needed to synthesize it. (7) The reactants are: C(=O)([O:6][CH2:7][C:8]1[S:9][C:10]2[CH:16]=[CH:15][C:14](N)=[CH:13][C:11]=2[N:12]=1)OCC=C.N([O-])=O.[Na+].[S:23]([O-:26])([O-])=[O:24].[Na+].[Na+].S(Cl)(Cl)(=O)=O.C(=O)(O)[O-].[Na+].[NH2:39][C:40]1[CH:45]=[CH:44][C:43]([C:46]2[CH:51]=[CH:50][CH:49]=[CH:48][CH:47]=2)=[CH:42][CH:41]=1. Given the product [C:43]1([C:46]2[CH:51]=[CH:50][CH:49]=[CH:48][CH:47]=2)[CH:42]=[CH:41][C:40]([NH:39][S:23]([C:14]2[CH:15]=[CH:16][C:10]3[S:9][C:8]([CH2:7][OH:6])=[N:12][C:11]=3[CH:13]=2)(=[O:26])=[O:24])=[CH:45][CH:44]=1, predict the reactants needed to synthesize it.